Dataset: Reaction yield outcomes from USPTO patents with 853,638 reactions. Task: Predict the reaction yield, written as a fraction of the theoretical maximum amount of product (1.0 means a 100% yield; for example, 0.34 means a 34% yield). (1) The reactants are [Cl:1][C:2]1[CH:3]=[C:4]([CH:7]=[CH:8][C:9]=1[CH2:10][NH:11][C:12]1[CH:17]=[CH:16][CH:15]=[CH:14][N:13]=1)[CH:5]=O.[C:18]([O-])([O-])=O.[K+].[K+]. The catalyst is O1CCOCC1.[Br-].C[P+](C1C=CC=CC=1)(C1C=CC=CC=1)C1C=CC=CC=1. The product is [Cl:1][C:2]1[CH:3]=[C:4]([CH:5]=[CH2:18])[CH:7]=[CH:8][C:9]=1[CH2:10][NH:11][C:12]1[CH:17]=[CH:16][CH:15]=[CH:14][N:13]=1. The yield is 0.500. (2) The reactants are [Cl:1][C:2]1[N:7]=[C:6](Cl)[CH:5]=[C:4]([C:9]2[CH:14]=[CH:13][CH:12]=[CH:11][CH:10]=2)[N:3]=1.[NH2:15][C:16]1[CH:20]=[C:19]([CH3:21])[NH:18][N:17]=1.C(N(CC)CC)C.[I-].[Na+]. The yield is 0.620. The product is [Cl:1][C:2]1[N:7]=[C:6]([NH:15][C:16]2[NH:17][N:18]=[C:19]([CH3:21])[CH:20]=2)[CH:5]=[C:4]([C:9]2[CH:14]=[CH:13][CH:12]=[CH:11][CH:10]=2)[N:3]=1. The catalyst is CN(C=O)C. (3) The reactants are C(O)(C(F)(F)F)=O.[Cl:8][C:9]1[CH:14]=[CH:13][C:12]([CH:15]([NH:23]C(=O)OC(C)(C)C)[CH2:16][CH2:17][NH:18][S:19]([CH3:22])(=[O:21])=[O:20])=[CH:11][CH:10]=1. No catalyst specified. The product is [NH2:23][CH:15]([C:12]1[CH:11]=[CH:10][C:9]([Cl:8])=[CH:14][CH:13]=1)[CH2:16][CH2:17][NH:18][S:19]([CH3:22])(=[O:21])=[O:20]. The yield is 0.567.